From a dataset of Full USPTO retrosynthesis dataset with 1.9M reactions from patents (1976-2016). Predict the reactants needed to synthesize the given product. (1) Given the product [CH:1]1([C:5](=[O:7])[CH2:11][C:10]([OH:15])=[O:9])[CH2:2][CH2:3][CH2:4]1, predict the reactants needed to synthesize it. The reactants are: [CH:1]1([C:5]([OH:7])=O)[CH2:4][CH2:3][CH2:2]1.C[O:9][C:10](=[O:15])[CH2:11]C([O-])=O.[K+].[Cl-].[Mg+2].[Cl-].Cl. (2) Given the product [CH3:11][C:3]1[CH:4]=[C:5]([CH:9]=[CH:10][C:2]=1[O:1][CH2:24][C:25]([F:28])([F:27])[F:26])[C:6]([OH:8])=[O:7], predict the reactants needed to synthesize it. The reactants are: [OH:1][C:2]1[CH:10]=[CH:9][C:5]([C:6]([OH:8])=[O:7])=[CH:4][C:3]=1[CH3:11].C(=O)([O-])[O-].[Cs+].[Cs+].FC(F)(F)S(O[CH2:24][C:25]([F:28])([F:27])[F:26])(=O)=O.[OH-].[Na+].